From a dataset of Forward reaction prediction with 1.9M reactions from USPTO patents (1976-2016). Predict the product of the given reaction. (1) Given the reactants Br[C:2]1[C:3]([NH:11][C:12](=[O:21])[CH2:13][C:14]2[CH:19]=[CH:18][C:17]([F:20])=[CH:16][CH:15]=2)=[N:4][N:5]2[CH:10]=[CH:9][CH:8]=[N:7][C:6]=12.[F:22][C:23]([F:35])([F:34])[O:24][C:25]1[CH:30]=[CH:29][C:28](B(O)O)=[CH:27][CH:26]=1, predict the reaction product. The product is: [F:20][C:17]1[CH:18]=[CH:19][C:14]([CH2:13][C:12]([NH:11][C:3]2[C:2]([C:28]3[CH:27]=[CH:26][C:25]([O:24][C:23]([F:22])([F:34])[F:35])=[CH:30][CH:29]=3)=[C:6]3[N:7]=[CH:8][CH:9]=[CH:10][N:5]3[N:4]=2)=[O:21])=[CH:15][CH:16]=1. (2) Given the reactants [Cl:1][S:2]([OH:5])(=O)=[O:3].[Br:6][C:7]1[CH:12]=[CH:11][C:10]([O:13][CH3:14])=[CH:9][CH:8]=1, predict the reaction product. The product is: [Br:6][C:7]1[CH:8]=[CH:9][C:10]([O:13][CH3:14])=[C:11]([S:2]([Cl:1])(=[O:5])=[O:3])[CH:12]=1. (3) Given the reactants Cl[C:2]1[C:11]2[C:6](=[CH:7][C:8]([O:12][CH3:13])=[CH:9][CH:10]=2)[CH:5]=[C:4]([NH:14][C:15]2[CH:19]=[C:18]([CH3:20])[NH:17][N:16]=2)[N:3]=1.[F:21][C:22]1[CH:27]=[CH:26][C:25](B(O)O)=[CH:24][CH:23]=1, predict the reaction product. The product is: [F:21][C:22]1[CH:27]=[CH:26][C:25]([C:2]2[C:11]3[C:6](=[CH:7][C:8]([O:12][CH3:13])=[CH:9][CH:10]=3)[CH:5]=[C:4]([NH:14][C:15]3[CH:19]=[C:18]([CH3:20])[NH:17][N:16]=3)[N:3]=2)=[CH:24][CH:23]=1. (4) Given the reactants [CH2:1]([O:3][C:4]1[CH:5]=[CH:6][C:7](F)=[C:8]([C:10]2[C:11]([C:16]#[N:17])=[CH:12][CH:13]=[CH:14][CH:15]=2)[CH:9]=1)[CH3:2].[OH-:19].[K+], predict the reaction product. The product is: [CH2:1]([O:3][C:4]1[CH:5]=[CH:6][C:7]2[NH:17][C:16](=[O:19])[C:11]3[C:10](=[CH:15][CH:14]=[CH:13][CH:12]=3)[C:8]=2[CH:9]=1)[CH3:2]. (5) Given the reactants [CH2:1]([C:3]1[N:4]=[N+:5]([O-:25])[C:6]2[CH:15]=[C:14]3[C:10]([CH2:11][CH:12]([CH2:16][CH2:17][O:18]C4CCCCO4)[CH2:13]3)=[CH:9][C:7]=2[N:8]=1)[CH3:2], predict the reaction product. The product is: [CH2:1]([C:3]1[N:4]=[N+:5]([O-:25])[C:6]2[CH:15]=[C:14]3[C:10]([CH2:11][CH:12]([CH2:16][CH2:17][OH:18])[CH2:13]3)=[CH:9][C:7]=2[N:8]=1)[CH3:2].